Dataset: Peptide-MHC class I binding affinity with 185,985 pairs from IEDB/IMGT. Task: Regression. Given a peptide amino acid sequence and an MHC pseudo amino acid sequence, predict their binding affinity value. This is MHC class I binding data. (1) The peptide sequence is VPRVHNQPQ. The MHC is HLA-A01:01 with pseudo-sequence HLA-A01:01. The binding affinity (normalized) is 0.0847. (2) The MHC is HLA-A02:03 with pseudo-sequence HLA-A02:03. The binding affinity (normalized) is 0.272. The peptide sequence is VFSPFGYSF. (3) The peptide sequence is GPHETITAL. The MHC is HLA-B53:01 with pseudo-sequence HLA-B53:01. The binding affinity (normalized) is 0.250. (4) The peptide sequence is QDSGYDSL. The MHC is H-2-Db with pseudo-sequence H-2-Db. The binding affinity (normalized) is 0. (5) The peptide sequence is RYRRLIQIL. The MHC is HLA-B39:01 with pseudo-sequence HLA-B39:01. The binding affinity (normalized) is 0.0847. (6) The peptide sequence is RKWGLDFCY. The MHC is HLA-A02:01 with pseudo-sequence HLA-A02:01. The binding affinity (normalized) is 0.0847. (7) The peptide sequence is MFINDVHAL. The MHC is HLA-B35:01 with pseudo-sequence HLA-B35:01. The binding affinity (normalized) is 0.463. (8) The peptide sequence is LSSLSCEGQKY. The MHC is Mamu-B17 with pseudo-sequence Mamu-B17. The binding affinity (normalized) is 0.